From a dataset of Catalyst prediction with 721,799 reactions and 888 catalyst types from USPTO. Predict which catalyst facilitates the given reaction. (1) Reactant: [N:1]1[CH:2]=[N:3][N:4]2[CH:9]=[C:8]([C:10]3[NH:14][C:13]([C:15]4([CH2:28][CH2:29][O:30][CH3:31])[CH2:20][CH2:19][N:18](C(OC(C)(C)C)=O)[CH2:17][CH2:16]4)=[N:12][C:11]=3[C:32]3[CH:37]=[CH:36][C:35]([F:38])=[C:34]([CH3:39])[N:33]=3)[CH:7]=[CH:6][C:5]=12.C(Cl)Cl.B(Br)(Br)Br.C([O-])(O)=O.[Na+]. Product: [F:38][C:35]1[CH:36]=[CH:37][C:32]([C:11]2[N:12]=[C:13]([C:15]3([CH2:28][CH2:29][O:30][CH3:31])[CH2:20][CH2:19][NH:18][CH2:17][CH2:16]3)[NH:14][C:10]=2[C:8]2[CH:7]=[CH:6][C:5]3[N:4]([N:3]=[CH:2][N:1]=3)[CH:9]=2)=[N:33][C:34]=1[CH3:39]. The catalyst class is: 81. (2) Reactant: [CH2:1]([C:3]1[C:11]2[C:6]3=[C:7]([NH:16][S:17](=[O:20])(=[O:19])[CH2:18][N:5]3[CH:4]=1)[CH:8]=[C:9]([C:12]([O:14][CH3:15])=[O:13])[CH:10]=2)[CH3:2].[H-].[Na+].I[CH3:24]. Product: [CH2:1]([C:3]1[C:11]2[C:6]3=[C:7]([N:16]([CH3:24])[S:17](=[O:20])(=[O:19])[CH2:18][N:5]3[CH:4]=1)[CH:8]=[C:9]([C:12]([O:14][CH3:15])=[O:13])[CH:10]=2)[CH3:2]. The catalyst class is: 3. (3) Reactant: [CH:1]1([CH2:4][N:5]2[C:9]3[CH:10]=[CH:11][C:12]([S:14]([C:17]([CH3:22])([CH3:21])[C:18](O)=[O:19])(=[O:16])=[O:15])=[CH:13][C:8]=3[N:7]=[C:6]2[CH2:23][C:24]([CH3:27])([CH3:26])[CH3:25])[CH2:3][CH2:2]1.C(OC(OC(C)(C)C)=O)(OC(C)(C)C)=O.C(=O)(O)[O-].[NH4+].[N:48]1C=CC=CC=1. Product: [CH:1]1([CH2:4][N:5]2[C:9]3[CH:10]=[CH:11][C:12]([S:14]([C:17]([CH3:22])([CH3:21])[C:18]([NH2:48])=[O:19])(=[O:15])=[O:16])=[CH:13][C:8]=3[N:7]=[C:6]2[CH2:23][C:24]([CH3:27])([CH3:26])[CH3:25])[CH2:3][CH2:2]1. The catalyst class is: 10. (4) Reactant: [C:1]([C:3]1[CH:8]=[CH:7][C:6]([C:9](=[O:22])[CH2:10][S:11][C:12]2[NH:16][C:15]([C:17]([O:19][CH2:20][CH3:21])=[O:18])=[CH:14][N:13]=2)=[CH:5][C:4]=1[F:23])#[N:2].[BH4-].[Na+]. Product: [C:1]([C:3]1[CH:8]=[CH:7][C:6]([CH:9]([OH:22])[CH2:10][S:11][C:12]2[NH:16][C:15]([C:17]([O:19][CH2:20][CH3:21])=[O:18])=[CH:14][N:13]=2)=[CH:5][C:4]=1[F:23])#[N:2]. The catalyst class is: 5. (5) Product: [Br:1][C:2]1[CH:3]=[N:4][CH:5]=[C:6]2[C:11]=1[N:10]=[C:9]([C:12]([NH:51][CH2:50][C:49]([F:53])([F:52])[F:48])=[O:14])[CH:8]=[CH:7]2. The catalyst class is: 9. Reactant: [Br:1][C:2]1[CH:3]=[N:4][CH:5]=[C:6]2[C:11]=1[N:10]=[C:9]([C:12]([OH:14])=O)[CH:8]=[CH:7]2.C(N(CC)C(C)C)(C)C.F[P-](F)(F)(F)(F)F.N1(OC(N(C)C)=[N+](C)C)C2N=CC=CC=2N=N1.[F:48][C:49]([F:53])([F:52])[CH2:50][NH2:51].